Dataset: Catalyst prediction with 721,799 reactions and 888 catalyst types from USPTO. Task: Predict which catalyst facilitates the given reaction. (1) Reactant: [CH2:1]([O:3][C:4](=[O:17])[CH2:5][C:6]1[C:11]([C:12]([F:15])([F:14])[F:13])=[CH:10][CH:9]=[C:8](Cl)[N:7]=1)[CH3:2].C1(P(C2C=CC=CC=2)C2C=CC3C(=CC=CC=3)C=2C2C3C(=CC=CC=3)C=CC=2P(C2C=CC=CC=2)C2C=CC=CC=2)C=CC=CC=1.CC(C)([O-])C.[Na+].[CH3:70][N:71]1[CH2:76][CH2:75][NH:74][CH2:73][CH2:72]1. Product: [CH2:1]([O:3][C:4](=[O:17])[CH2:5][C:6]1[C:11]([C:12]([F:15])([F:14])[F:13])=[CH:10][CH:9]=[C:8]([N:74]2[CH2:75][CH2:76][N:71]([CH3:70])[CH2:72][CH2:73]2)[N:7]=1)[CH3:2]. The catalyst class is: 167. (2) Reactant: [CH3:1][O:2][C:3]1[C:4]([O:16][CH2:17][CH2:18][CH2:19][Br:20])=[CH:5][C:6]([N+:13]([O-])=O)=[C:7]([CH:12]=1)[C:8]([O:10][CH3:11])=[O:9].[H][H]. Product: [CH3:1][O:2][C:3]1[CH:12]=[C:7]([C:8]([O:10][CH3:11])=[O:9])[C:6]([NH2:13])=[CH:5][C:4]=1[O:16][CH2:17][CH2:18][CH2:19][Br:20]. The catalyst class is: 43. (3) Reactant: C([C@H]1COC(=O)N1[C:14](=[O:36])[C@@H:15]([O:33][CH2:34][CH3:35])[C@@H:16]([C:18]1[CH:23]=[CH:22][C:21]([O:24][CH2:25][C:26]2[CH:31]=[CH:30][CH:29]=[CH:28][CH:27]=2)=[CH:20][C:19]=1[Cl:32])[OH:17])C1C=CC=CC=1.[CH3:37][O-:38].[Na+]. The catalyst class is: 5. Product: [CH3:37][O:38][C:14](=[O:36])[C@@H:15]([O:33][CH2:34][CH3:35])[C@@H:16]([C:18]1[CH:23]=[CH:22][C:21]([O:24][CH2:25][C:26]2[CH:27]=[CH:28][CH:29]=[CH:30][CH:31]=2)=[CH:20][C:19]=1[Cl:32])[OH:17]. (4) Reactant: [CH2:1]([C:6]1[CH:11]=[CH:10][CH:9]=[CH:8][CH:7]=1)[C:2]([CH3:5])([CH3:4])[CH3:3].[N+:12]([O-])(O)=O.[C:16]([O:19]C(=O)C)(=O)[CH3:17]. Product: [CH2:1]([C:6]1[CH:7]=[CH:8][C:9]([NH:12][C:16](=[O:19])[CH3:17])=[CH:10][CH:11]=1)[C:2]([CH3:5])([CH3:4])[CH3:3]. The catalyst class is: 19. (5) Reactant: Br[CH2:2][C:3]#[N:4].C(N(C(C)C)C(C)C)C.[CH3:14][S:15][C:16](=[O:29])[CH2:17][C@H:18]([NH:22][C:23](=[O:28])[CH2:24][CH2:25][CH:26]=[CH2:27])[C:19]([OH:21])=[O:20].[Cl-].[NH4+]. Product: [CH3:14][S:15][C:16](=[O:29])[CH2:17][C@H:18]([NH:22][C:23](=[O:28])[CH2:24][CH2:25][CH:26]=[CH2:27])[C:19]([O:21][CH2:2][C:3]#[N:4])=[O:20]. The catalyst class is: 3. (6) Reactant: [CH:1]([NH:4][NH2:5])([CH3:3])[CH3:2].[F:6][C:7]([F:18])([F:17])[C:8](=O)[CH:9]([CH3:15])[C:10]([O:12]CC)=O.Cl. Product: [OH:12][C:10]1[N:4]([CH:1]([CH3:3])[CH3:2])[N:5]=[C:8]([C:7]([F:6])([F:17])[F:18])[C:9]=1[CH3:15]. The catalyst class is: 8.